This data is from Reaction yield outcomes from USPTO patents with 853,638 reactions. The task is: Predict the reaction yield, written as a fraction of the theoretical maximum amount of product (1.0 means a 100% yield; for example, 0.34 means a 34% yield). (1) The reactants are [NH2:1][C:2]1[N:7]=[C:6]([NH2:8])[C:5]([CH:9]=O)=[C:4]([NH:11][CH3:12])[N:3]=1.F[C:14]1[CH:19]=[CH:18][CH:17]=[C:16]([F:20])[C:15]=1[C:21](=O)[CH3:22].[OH-].[K+].[CH2:26]([OH:28])[CH3:27]. No catalyst specified. The product is [F:20][C:16]1[CH:17]=[CH:18][CH:19]=[C:14]([O:28][CH2:26][CH3:27])[C:15]=1[C:21]1[CH:22]=[CH:9][C:5]2[C:4]([NH:11][CH3:12])=[N:3][C:2]([NH2:1])=[N:7][C:6]=2[N:8]=1. The yield is 0.460. (2) The reactants are [F:1][C:2]1[CH:38]=[C:37]([F:39])[CH:36]=[CH:35][C:3]=1[CH2:4][N:5]([CH2:26][C:27]1[CH:32]=[CH:31][C:30]([CH2:33][CH3:34])=[CH:29][CH:28]=1)[C:6](=[O:25])[CH2:7][O:8][C:9]1[CH:14]=[CH:13][C:12]([CH2:15][C@H:16]([O:22][CH2:23][CH3:24])[C:17]([O:19]CC)=[O:18])=[CH:11][CH:10]=1.[Li+].[OH-].Cl. The catalyst is C(#N)C. The product is [F:1][C:2]1[CH:38]=[C:37]([F:39])[CH:36]=[CH:35][C:3]=1[CH2:4][N:5]([CH2:26][C:27]1[CH:28]=[CH:29][C:30]([CH2:33][CH3:34])=[CH:31][CH:32]=1)[C:6](=[O:25])[CH2:7][O:8][C:9]1[CH:14]=[CH:13][C:12]([CH2:15][C@H:16]([O:22][CH2:23][CH3:24])[C:17]([OH:19])=[O:18])=[CH:11][CH:10]=1. The yield is 0.940. (3) The reactants are [F:1][C:2]([F:29])([F:28])[CH:3]([C:19]1[CH:24]=C(Cl)C(Cl)=[C:21]([Cl:27])[CH:20]=1)/[CH:4]=[CH:5]/[C:6]1[CH:14]=[CH:13][C:9]([C:10](O)=[O:11])=[C:8]([C:15]([F:18])([F:17])[F:16])[CH:7]=1.[C:30]([Cl:35])(=O)[C:31]([Cl:33])=O.[Cl:36]CCl. No catalyst specified. The product is [F:29][C:2]([F:28])([F:1])[CH:3]([C:19]1[CH:20]=[C:21]([Cl:27])[C:31]([Cl:33])=[C:30]([Cl:35])[CH:24]=1)/[CH:4]=[CH:5]/[C:6]1[CH:14]=[CH:13][C:9]([C:10]([Cl:36])=[O:11])=[C:8]([C:15]([F:16])([F:18])[F:17])[CH:7]=1. The yield is 0.920. (4) The reactants are [C:1]([O:5][C:6](=[O:31])[CH2:7][C@H:8]([NH:20][C:21]([O:23]CC1C=CC=CC=1)=O)[CH2:9][N:10]1[C:18]2[C:13](=[CH:14][C:15]([F:19])=[CH:16][CH:17]=2)[CH2:12][CH2:11]1)([CH3:4])([CH3:3])[CH3:2].[H][H].[C:34](C(C)(C)C)([O:36][CH2:37][C:38]1[CH:43]=[CH:42][CH:41]=[CH:40][CH:39]=1)=[O:35].CN(C(O[N:56]1N=N[C:58]2C=CC=N[C:57]1=2)=[N+](C)C)C.F[P-](F)(F)(F)(F)F.C(N([CH:78]([CH3:80])[CH3:79])CC)(C)C.[C:81](OCC)(=O)C. The catalyst is [OH-].[OH-].[Pd+2].CN(C=O)C.CO. The product is [C:1]([O:5][C:6](=[O:31])[CH2:7][C@H:8]([NH:20][C:21](=[O:23])[C@@H:57]([NH:56][C:34]([O:36][CH2:37][C:38]1[CH:39]=[CH:40][CH:41]=[CH:42][CH:43]=1)=[O:35])[CH2:58][C:78]([CH3:79])([CH3:80])[CH3:81])[CH2:9][N:10]1[C:18]2[C:13](=[CH:14][C:15]([F:19])=[CH:16][CH:17]=2)[CH2:12][CH2:11]1)([CH3:3])([CH3:2])[CH3:4]. The yield is 0.770.